This data is from Catalyst prediction with 721,799 reactions and 888 catalyst types from USPTO. The task is: Predict which catalyst facilitates the given reaction. Reactant: [F:1][C:2]1[C:12]([O:13][CH3:14])=[CH:11][CH:10]=[C:9]([O:15][CH3:16])[C:3]=1[C:4]([O:6]CC)=O.[CH3:17][O:18][C:19]1[CH:20]=[C:21]([CH2:25]C(O)=O)[CH:22]=[CH:23][CH:24]=1.C[Si]([N-][Si](C)(C)C)(C)C.[Na+].Cl. Product: [F:1][C:2]1[C:12]([O:13][CH3:14])=[CH:11][CH:10]=[C:9]([O:15][CH3:16])[C:3]=1[C:4](=[O:6])[CH2:25][C:21]1[CH:22]=[CH:23][CH:24]=[C:19]([O:18][CH3:17])[CH:20]=1. The catalyst class is: 827.